From a dataset of Catalyst prediction with 721,799 reactions and 888 catalyst types from USPTO. Predict which catalyst facilitates the given reaction. (1) The catalyst class is: 12. Product: [ClH:1].[Cl:1][C:2]1[CH:3]=[CH:4][C:5]([NH:8][C:9]([NH:11][C:12]([N:14]2[CH:18]=[CH:17][CH:16]=[N:15]2)=[NH:13])=[NH:10])=[CH:6][CH:7]=1. Reactant: [Cl:1][C:2]1[CH:7]=[CH:6][C:5]([NH:8][C:9]([NH:11][C:12]#[N:13])=[NH:10])=[CH:4][CH:3]=1.[NH:14]1[CH:18]=[CH:17][CH:16]=[N:15]1.Cl. (2) Product: [NH2:14][C:4]1[C:3]([C:2]([F:15])([F:16])[F:1])=[CH:8][C:7]([C:9]([F:12])([F:11])[F:10])=[CH:6][C:5]=1[NH:13][C:29](=[O:30])[CH2:28][CH:26]1[CH2:27][N:24]([C:22]([O:21][C:17]([CH3:19])([CH3:18])[CH3:20])=[O:23])[CH2:25]1. The catalyst class is: 4. Reactant: [F:1][C:2]([F:16])([F:15])[C:3]1[CH:8]=[C:7]([C:9]([F:12])([F:11])[F:10])[CH:6]=[C:5]([NH2:13])[C:4]=1[NH2:14].[C:17]([O:21][C:22]([N:24]1[CH2:27][CH:26]([CH2:28][C:29](O)=[O:30])[CH2:25]1)=[O:23])([CH3:20])([CH3:19])[CH3:18].CN(C(ON1N=NC2C=CC=NC1=2)=[N+](C)C)C.F[P-](F)(F)(F)(F)F.C(N(CC)CC)C. (3) Reactant: [C:1]([O:7][CH3:8])(=[O:6])[CH2:2][C:3]([CH3:5])=O.COC(OC)[N:12]([CH3:14])C.O.[NH2:18]N. Product: [CH3:5][C:3]1[C:2]([C:1]([O:7][CH3:8])=[O:6])=[CH:14][NH:12][N:18]=1. The catalyst class is: 8. (4) Reactant: [H-].[Na+].[CH2:3]([OH:10])[C:4]1[CH:9]=[CH:8][CH:7]=[CH:6][CH:5]=1.Cl[C:12]1[C:21]2[C:16](=[CH:17][CH:18]=[C:19]([I:22])[CH:20]=2)[N:15]=[CH:14][N:13]=1.C(Cl)Cl. Product: [CH2:3]([O:10][C:12]1[C:21]2[C:16](=[CH:17][CH:18]=[C:19]([I:22])[CH:20]=2)[N:15]=[CH:14][N:13]=1)[C:4]1[CH:9]=[CH:8][CH:7]=[CH:6][CH:5]=1. The catalyst class is: 3. (5) Reactant: [OH:1][C:2]1[CH:10]=[C:9]2[C:5]([CH2:6][C:7]3([CH2:19][C:18]4[C:13](=[CH:14][CH:15]=[C:16]([OH:20])[CH:17]=4)[CH2:12]3)[C:8]2=[O:11])=[CH:4][CH:3]=1.[CH2:21]([Mg]Cl)[CH3:22].[Cl-].[NH4+].C(OCC)(=O)C. Product: [OH:11][C:8]1([CH2:21][CH3:22])[C:9]2[C:5](=[CH:4][CH:3]=[C:2]([OH:1])[CH:10]=2)[CH2:6][C:7]21[CH2:19][C:18]1[C:13](=[CH:14][CH:15]=[C:16]([OH:20])[CH:17]=1)[CH2:12]2. The catalyst class is: 1.